This data is from Forward reaction prediction with 1.9M reactions from USPTO patents (1976-2016). The task is: Predict the product of the given reaction. (1) Given the reactants Cl[C:2]1[N:7]=[C:6]([N:8]2[C:12]3[CH:13]=[CH:14][CH:15]=[CH:16][C:11]=3[N:10]=[C:9]2[CH:17]([F:19])[F:18])[N:5]=[C:4]([N:20]2[CH2:25][CH2:24][O:23][CH2:22][CH2:21]2)[N:3]=1.[CH3:26][N:27]1[CH2:32][CH2:31][NH:30][CH2:29][CH2:28]1, predict the reaction product. The product is: [F:19][CH:17]([F:18])[C:9]1[N:8]([C:6]2[N:7]=[C:2]([N:30]3[CH2:31][CH2:32][N:27]([CH3:26])[CH2:28][CH2:29]3)[N:3]=[C:4]([N:20]3[CH2:21][CH2:22][O:23][CH2:24][CH2:25]3)[N:5]=2)[C:12]2[CH:13]=[CH:14][CH:15]=[CH:16][C:11]=2[N:10]=1. (2) Given the reactants C([O:8][C:9](=[O:24])[CH2:10][N:11]1[C@@H:15]([CH3:16])[C@@H:14]([C:17]2[CH:22]=[CH:21][CH:20]=[CH:19][CH:18]=2)[O:13][C:12]1=[O:23])C1C=CC=CC=1, predict the reaction product. The product is: [CH3:16][C@H:15]1[C@@H:14]([C:17]2[CH:22]=[CH:21][CH:20]=[CH:19][CH:18]=2)[O:13][C:12](=[O:23])[N:11]1[CH2:10][C:9]([OH:24])=[O:8]. (3) Given the reactants [Br:1][C:2]1[CH:7]=[CH:6][C:5]([C@@H:8]([N:10]([CH2:18][CH2:19][CH2:20][C:21](=[N:28][S:29]([C:31]([CH3:34])([CH3:33])[CH3:32])=[O:30])[C:22]2[CH:27]=[CH:26][CH:25]=[CH:24][CH:23]=2)[C:11](=[O:17])[O:12][C:13]([CH3:16])([CH3:15])[CH3:14])[CH3:9])=[CH:4][CH:3]=1.[CH2:35]([Mg]Br)[CH:36]=[CH2:37], predict the reaction product. The product is: [Br:1][C:2]1[CH:3]=[CH:4][C:5]([C@@H:8]([N:10]([CH2:18][CH2:19][CH2:20][C:21]([NH:28][S:29]([C:31]([CH3:33])([CH3:32])[CH3:34])=[O:30])([C:22]2[CH:23]=[CH:24][CH:25]=[CH:26][CH:27]=2)[CH2:37][CH:36]=[CH2:35])[C:11](=[O:17])[O:12][C:13]([CH3:15])([CH3:14])[CH3:16])[CH3:9])=[CH:6][CH:7]=1. (4) The product is: [Br:1][C:2]1[CH:12]=[CH:11][C:5]([C:6]([O:8][CH2:9][CH3:10])=[O:7])=[C:4]([CH2:6][C:5]([CH3:11])=[CH2:4])[C:3]=1[OH:13]. Given the reactants [Br:1][C:2]1[CH:12]=[CH:11][C:5]([C:6]([O:8][CH2:9][CH3:10])=[O:7])=[CH:4][C:3]=1[O:13]CC(C)=C, predict the reaction product. (5) Given the reactants Br[C:2]1[CH:3]=[C:4]2[C:8](=[CH:9][CH:10]=1)[NH:7][N:6]=[C:5]2[C:11]1[N:12]=[N:13][N:14]([C:16]2[CH:21]=[CH:20][C:19]([C:22]([N:24]3[CH2:29][CH2:28][O:27][CH2:26][CH2:25]3)=[O:23])=[CH:18][CH:17]=2)[CH:15]=1.[CH3:30][N:31]1[CH2:36][CH:35]=[C:34](B(O)O)[CH2:33][CH2:32]1.[F-].[Cs+], predict the reaction product. The product is: [CH3:30][N:31]1[CH2:32][CH:33]=[C:34]([C:2]2[CH:3]=[C:4]3[C:8](=[CH:9][CH:10]=2)[NH:7][N:6]=[C:5]3[C:11]2[N:12]=[N:13][N:14]([C:16]3[CH:21]=[CH:20][C:19]([C:22]([N:24]4[CH2:29][CH2:28][O:27][CH2:26][CH2:25]4)=[O:23])=[CH:18][CH:17]=3)[CH:15]=2)[CH2:35][CH2:36]1.